This data is from Peptide-MHC class I binding affinity with 185,985 pairs from IEDB/IMGT. The task is: Regression. Given a peptide amino acid sequence and an MHC pseudo amino acid sequence, predict their binding affinity value. This is MHC class I binding data. (1) The peptide sequence is KFRRFTQAI. The MHC is HLA-A02:16 with pseudo-sequence HLA-A02:16. The binding affinity (normalized) is 0.0847. (2) The peptide sequence is KDAIKEVKQT. The MHC is Mamu-A11 with pseudo-sequence Mamu-A11. The binding affinity (normalized) is 0. (3) The peptide sequence is ERLKIRASL. The MHC is HLA-B14:02 with pseudo-sequence HLA-B14:02. The binding affinity (normalized) is 0.474. (4) The peptide sequence is PVYISQFSY. The MHC is HLA-A02:06 with pseudo-sequence HLA-A02:06. The binding affinity (normalized) is 0.0375. (5) The peptide sequence is TLACFVLAAV. The MHC is HLA-A02:02 with pseudo-sequence HLA-A02:02. The binding affinity (normalized) is 1.00. (6) The peptide sequence is VFSPFGYSF. The MHC is HLA-B58:01 with pseudo-sequence HLA-B58:01. The binding affinity (normalized) is 0.509. (7) The peptide sequence is QPTPLSPPLR. The MHC is HLA-A03:01 with pseudo-sequence HLA-A03:01. The binding affinity (normalized) is 0.0105. (8) The peptide sequence is REGVFVFNGT. The MHC is HLA-B45:01 with pseudo-sequence HLA-B45:01. The binding affinity (normalized) is 0.501. (9) The peptide sequence is YLGHSAGFT. The MHC is HLA-A02:03 with pseudo-sequence HLA-A02:03. The binding affinity (normalized) is 0.499. (10) The peptide sequence is KLPRMFLPK. The MHC is HLA-B40:01 with pseudo-sequence HLA-B40:01. The binding affinity (normalized) is 0.0847.